From a dataset of Full USPTO retrosynthesis dataset with 1.9M reactions from patents (1976-2016). Predict the reactants needed to synthesize the given product. (1) The reactants are: [N+:1]([C:4]1[CH:5]=[C:6]([C:11]2[O:12][C:13]3[CH:19]=[C:18]([CH3:20])[CH:17]=[CH:16][C:14]=3[N:15]=2)[C:7](F)=[CH:8][CH:9]=1)([O-:3])=[O:2].[CH2:21]([NH2:24])[CH2:22][CH3:23]. Given the product [N+:1]([C:4]1[CH:5]=[C:6]([C:11]2[O:12][C:13]3[CH:19]=[C:18]([CH3:20])[CH:17]=[CH:16][C:14]=3[N:15]=2)[CH:7]=[CH:8][C:9]=1[NH:24][CH2:21][CH2:22][CH3:23])([O-:3])=[O:2], predict the reactants needed to synthesize it. (2) Given the product [CH2:17]([N:1]1[C:9]2[C:4](=[CH:5][C:6]([CH:10]=[O:11])=[CH:7][CH:8]=2)[CH:3]=[CH:2]1)[CH:16]=[CH2:15], predict the reactants needed to synthesize it. The reactants are: [NH:1]1[C:9]2[C:4](=[CH:5][C:6]([CH:10]=[O:11])=[CH:7][CH:8]=2)[CH:3]=[CH:2]1.[H-].[Na+].Br[CH2:15][CH:16]=[CH2:17].O. (3) Given the product [OH:1][CH2:2][CH2:3][O:4][C:5]1[CH:10]=[CH:9][C:8]([C:11]2[CH:16]=[CH:15][C:14]([C:17]([O:19][CH2:22][C:23]3[CH:28]=[CH:27][CH:26]=[CH:25][CH:24]=3)=[O:18])=[CH:13][CH:12]=2)=[C:7]([CH3:20])[C:6]=1[CH3:21], predict the reactants needed to synthesize it. The reactants are: [OH:1][CH2:2][CH2:3][O:4][C:5]1[CH:10]=[CH:9][C:8]([C:11]2[CH:16]=[CH:15][C:14]([C:17]([OH:19])=[O:18])=[CH:13][CH:12]=2)=[C:7]([CH3:20])[C:6]=1[CH3:21].[CH2:22](Br)[C:23]1[CH:28]=[CH:27][CH:26]=[CH:25][CH:24]=1.C(=O)([O-])[O-].[K+].[K+].